Dataset: Experimentally validated miRNA-target interactions with 360,000+ pairs, plus equal number of negative samples. Task: Binary Classification. Given a miRNA mature sequence and a target amino acid sequence, predict their likelihood of interaction. The miRNA is hsa-miR-3133 with sequence UAAAGAACUCUUAAAACCCAAU. The protein sequence of the target gene is MATGANATPLDFPSKKRKRSRWNQDTMEQKTVIPGMPTVIPPGLTREQERAYIVQLQIEDLTRKLRTGDLGIPPNPEDRSPSPEPIYNSEGKRLNTREFRTRKKLEEERHNLITEMVALNPDFKPPADYKPPATRVSDKVMIPQDEYPEINFVGLLIGPRGNTLKNIEKECNAKIMIRGKGSVKEGKVGRKDGQMLPGEDEPLHALVTANTMENVKKAVEQIRNILKQGIETPEDQNDLRKMQLRELARLNGTLREDDNRILRPWQSSETRSITNTTVCTKCGGAGHIASDCKFQRPGDP.... Result: 1 (interaction).